From a dataset of Forward reaction prediction with 1.9M reactions from USPTO patents (1976-2016). Predict the product of the given reaction. Given the reactants [CH3:1][O:2][C:3]1[CH:8]=[CH:7][C:6]([C:9]2[N:10]=[C:11]([C:22]3([C:28]#[N:29])[CH2:27][CH2:26][NH:25][CH2:24][CH2:23]3)[S:12][C:13]=2[C:14]2[CH:19]=[CH:18][C:17]([O:20][CH3:21])=[CH:16][CH:15]=2)=[CH:5][CH:4]=1.ClC(Cl)(O[C:34](=[O:40])OC(Cl)(Cl)Cl)Cl.C(N(CC)CC)C.Cl.[CH3:50][NH:51][OH:52], predict the reaction product. The product is: [CH3:1][O:2][C:3]1[CH:8]=[CH:7][C:6]([C:9]2[N:10]=[C:11]([C:22]3([C:28]#[N:29])[CH2:27][CH2:26][N:25]([C:34](=[O:40])[N:51]([OH:52])[CH3:50])[CH2:24][CH2:23]3)[S:12][C:13]=2[C:14]2[CH:15]=[CH:16][C:17]([O:20][CH3:21])=[CH:18][CH:19]=2)=[CH:5][CH:4]=1.